From a dataset of Forward reaction prediction with 1.9M reactions from USPTO patents (1976-2016). Predict the product of the given reaction. (1) Given the reactants [CH:1]12[CH2:7][CH:4]([CH:5]=[CH:6]1)[C:3](=[O:8])[NH:2]2.S(Cl)([Cl:11])=O.[CH3:13][OH:14], predict the reaction product. The product is: [ClH:11].[CH3:13][O:14][C:3]([C@H:4]1[CH2:7][C@@H:1]([NH2:2])[CH:6]=[CH:5]1)=[O:8]. (2) Given the reactants [CH3:1][O:2][C:3]1[CH:11]=[CH:10][C:6]([C:7]([OH:9])=O)=[CH:5][CH:4]=1.O=S(Cl)Cl.Cl.[CH3:17][O:18][NH:19][CH3:20].CCN(CC)CC, predict the reaction product. The product is: [CH3:17][O:18][N:19]([CH3:20])[C:7](=[O:9])[C:6]1[CH:5]=[CH:4][C:3]([O:2][CH3:1])=[CH:11][CH:10]=1. (3) The product is: [CH2:18]([O:21][C:22]([N:24]1[C:30]2[CH:31]=[C:32]([O:37][CH2:38][CH2:39][CH2:40][C:41]([O:43][CH3:44])=[O:42])[C:33]([O:35][CH3:36])=[CH:34][C:29]=2[C:28](=[O:45])[N:27]2[CH2:46][CH2:47][CH2:48][C@H:26]2[CH:25]1[O:49][CH:6]1[CH2:5][CH2:4][CH2:3][CH2:2][O:1]1)=[O:23])[CH:19]=[CH2:20]. Given the reactants [O:1]1[CH:6]=[CH:5][CH2:4][CH2:3][CH2:2]1.C1(C)C=CC(S(O)(=O)=O)=CC=1.[CH2:18]([O:21][C:22]([N:24]1[C:30]2[CH:31]=[C:32]([O:37][CH2:38][CH2:39][CH2:40][C:41]([O:43][CH3:44])=[O:42])[C:33]([O:35][CH3:36])=[CH:34][C:29]=2[C:28](=[O:45])[N:27]2[CH2:46][CH2:47][CH2:48][CH:26]2[CH:25]1[OH:49])=[O:23])[CH:19]=[CH2:20], predict the reaction product. (4) Given the reactants Br[C:2]1[CH:16]=[CH:15][C:5]([CH2:6][O:7][C:8]2[CH:13]=[CH:12][CH:11]=[C:10]([CH3:14])[N:9]=2)=[CH:4][CH:3]=1.C([Li])CCC.O.[C:23](OCC)(=[O:25])C, predict the reaction product. The product is: [CH3:14][C:10]1[N:9]=[C:8]([O:7][CH2:6][C:5]2[CH:15]=[CH:16][C:2]([CH:23]=[O:25])=[CH:3][CH:4]=2)[CH:13]=[CH:12][CH:11]=1. (5) Given the reactants [CH2:1]([O:3][CH2:4][CH2:5][O:6][CH2:7][C:8]1[C:16]2[C:11](=[CH:12][N:13]=[C:14]([C:17](O)=[O:18])[CH:15]=2)[N:10]([CH2:20][C:21]2[CH:26]=[CH:25][C:24]([F:27])=[CH:23][CH:22]=2)[CH:9]=1)[CH3:2].ClC1N=C(OC)N=C(OC)N=1.CN1CCOCC1.Cl.[CH3:47][O:48][NH2:49], predict the reaction product. The product is: [CH2:1]([O:3][CH2:4][CH2:5][O:6][CH2:7][C:8]1[C:16]2[C:11](=[CH:12][N:13]=[C:14]([C:17]([NH:49][O:48][CH3:47])=[O:18])[CH:15]=2)[N:10]([CH2:20][C:21]2[CH:22]=[CH:23][C:24]([F:27])=[CH:25][CH:26]=2)[CH:9]=1)[CH3:2]. (6) Given the reactants FC(F)(F)C(O)=O.[NH2:8][CH2:9][C:10]1[CH:36]=[C:35]([F:37])[CH:34]=[CH:33][C:11]=1[CH2:12][O:13][C:14]1[CH:19]=[C:18]([CH3:20])[N:17]([C:21]2[CH:22]=[C:23]([CH:28]=[CH:29][C:30]=2[CH3:31])[C:24]([O:26][CH3:27])=[O:25])[C:16](=[O:32])[CH:15]=1.CN1CCOCC1.Cl[C:46]([O:48][CH3:49])=[O:47], predict the reaction product. The product is: [F:37][C:35]1[CH:34]=[CH:33][C:11]([CH2:12][O:13][C:14]2[CH:19]=[C:18]([CH3:20])[N:17]([C:21]3[CH:22]=[C:23]([CH:28]=[CH:29][C:30]=3[CH3:31])[C:24]([O:26][CH3:27])=[O:25])[C:16](=[O:32])[CH:15]=2)=[C:10]([CH2:9][NH:8][C:46]([O:48][CH3:49])=[O:47])[CH:36]=1. (7) Given the reactants [OH:1][C:2]1[CH:9]=[C:8]([CH3:10])[C:5]([CH:6]=O)=[C:4]([CH3:11])[CH:3]=1.[N+:12]([C:14]1[CH:23]=[CH:22][C:17]2[O:18][CH2:19][CH2:20][O:21][C:16]=2[CH:15]=1)#[C-:13].[F:24][C:25]1[CH:26]=[CH:27][C:28]([NH2:31])=[N:29][CH:30]=1.[Br-].C([N+]1C=CN(C)C=1)CCC, predict the reaction product. The product is: [O:18]1[CH2:19][CH2:20][O:21][C:16]2[CH:15]=[C:14]([NH:12][C:13]3[N:29]4[CH:30]=[C:25]([F:24])[CH:26]=[CH:27][C:28]4=[N:31][C:6]=3[C:5]3[C:8]([CH3:10])=[CH:9][C:2]([OH:1])=[CH:3][C:4]=3[CH3:11])[CH:23]=[CH:22][C:17]1=2.